The task is: Predict the product of the given reaction.. This data is from Forward reaction prediction with 1.9M reactions from USPTO patents (1976-2016). (1) Given the reactants [CH3:1][N:2](C)[CH2:3][CH2:4][OH:5].C([Li])CCC.[Cl:12][C:13]1C=NC=[CH:17][CH:18]=1.[BH4-].[Na+], predict the reaction product. The product is: [Cl:12][C:13]1[C:3]([CH2:4][OH:5])=[N:2][CH:1]=[CH:17][CH:18]=1. (2) Given the reactants C(NC(C)C)(C)C.C([Li])CCC.[F:13][C:14]1[CH:19]=[C:18]([CH3:20])[CH:17]=[CH:16][N:15]=1.COCN[C:25](=[O:27])[CH3:26], predict the reaction product. The product is: [F:13][C:14]1[CH:19]=[C:18]([CH2:20][C:25](=[O:27])[CH3:26])[CH:17]=[CH:16][N:15]=1. (3) The product is: [C:14]([N:13]=[C:16]([NH2:17])[NH:6][C:5]1[CH:7]=[CH:8][CH:9]=[C:3]([C:2]([F:10])([F:11])[F:1])[CH:4]=1)#[N:15]. Given the reactants [F:1][C:2]([F:11])([F:10])[C:3]1[CH:4]=[C:5]([CH:7]=[CH:8][CH:9]=1)[NH2:6].Cl.[N-:13]([C:16]#[N:17])[C:14]#[N:15].[Na+], predict the reaction product.